From a dataset of Reaction yield outcomes from USPTO patents with 853,638 reactions. Predict the reaction yield, written as a fraction of the theoretical maximum amount of product (1.0 means a 100% yield; for example, 0.34 means a 34% yield). The reactants are [CH3:1][C:2]1[C:3]([C:8]2[CH:9]=[C:10]([N+:16]([O-])=O)[C:11]([C:14]#[N:15])=[N:12][CH:13]=2)=[N:4][CH:5]=[CH:6][CH:7]=1.[Cl-].[Ca+2].[Cl-].C([OH:24])C. The catalyst is O.[Fe]. The product is [NH2:16][C:10]1[C:11]([C:14]([NH2:15])=[O:24])=[N:12][CH:13]=[C:8]([C:3]2[C:2]([CH3:1])=[CH:7][CH:6]=[CH:5][N:4]=2)[CH:9]=1. The yield is 0.940.